Dataset: Forward reaction prediction with 1.9M reactions from USPTO patents (1976-2016). Task: Predict the product of the given reaction. (1) Given the reactants [CH3:1][O:2][C:3]1[CH:4]=[C:5]([S:11]([N:14]2[CH2:18][CH2:17][CH:16]([NH:19][S:20]([C:23]3[CH:28]=[CH:27][C:26]([O:29][CH3:30])=[C:25]([O:31][CH3:32])[CH:24]=3)(=[O:22])=[O:21])[CH2:15]2)(=[O:13])=[O:12])[CH:6]=[CH:7][C:8]=1[O:9][CH3:10].N[CH:34]1[CH2:38]CN[CH2:35]1.C(N(C(C)C)CC)(C)C.COC1C=C(S(Cl)(=O)=O)C=CC=1OC, predict the reaction product. The product is: [CH3:1][O:2][C:3]1[CH:4]=[C:5]([S:11]([N:14]2[CH2:18][CH2:17][CH:16]([N:19]([CH2:35][CH2:34][CH3:38])[S:20]([C:23]3[CH:28]=[CH:27][C:26]([O:29][CH3:30])=[C:25]([O:31][CH3:32])[CH:24]=3)(=[O:22])=[O:21])[CH2:15]2)(=[O:12])=[O:13])[CH:6]=[CH:7][C:8]=1[O:9][CH3:10]. (2) Given the reactants [H-].[Na+].[C:3]([O:11][CH2:12][CH3:13])(=[O:10])[CH2:4][C:5]([O:7][CH2:8][CH3:9])=[O:6].F[C:15]1[CH:20]=[C:19]([CH3:21])[CH:18]=[CH:17][C:16]=1[N+:22]([O-:24])=[O:23].C(OCC)(=O)C.CCCCCC, predict the reaction product. The product is: [CH3:21][C:19]1[CH:20]=[CH:15][C:16]([N+:22]([O-:24])=[O:23])=[C:17]([CH:4]([C:5]([O:7][CH2:8][CH3:9])=[O:6])[C:3]([O:11][CH2:12][CH3:13])=[O:10])[CH:18]=1. (3) Given the reactants FC(F)(F)S(O[C:7]1[C:8]2[CH2:28][N:27]([C:29](=[O:31])[CH3:30])[CH2:26][CH2:25][C:9]=2[N:10]=[C:11]([NH:13][C:14]2[CH:19]=[CH:18][C:17]([C:20]3[O:24][CH:23]=[N:22][CH:21]=3)=[CH:16][CH:15]=2)[N:12]=1)(=O)=O.N[C:35]1[CH:36]=[C:37]([C:41](=O)C)[CH:38]=[CH:39][CH:40]=1, predict the reaction product. The product is: [CH2:41]([N:22]([CH2:21][CH2:20][OH:24])[C:7]1[C:8]2[CH2:28][N:27]([C:29](=[O:31])[CH3:30])[CH2:26][CH2:25][C:9]=2[N:10]=[C:11]([NH:13][C:14]2[CH:15]=[CH:16][C:17]([C:20]3[O:24][CH:23]=[N:22][CH:21]=3)=[CH:18][CH:19]=2)[N:12]=1)[C:37]1[CH:36]=[CH:35][CH:40]=[CH:39][CH:38]=1. (4) Given the reactants C([Li])CCC.[S:6]1[CH:10]=[CH:9][N:8]=[CH:7]1.[CH:11]1([C:14]([CH:16]2[CH2:18][CH2:17]2)=[O:15])[CH2:13][CH2:12]1, predict the reaction product. The product is: [CH:11]1([C:14]([CH:16]2[CH2:18][CH2:17]2)([C:7]2[S:6][CH:10]=[CH:9][N:8]=2)[OH:15])[CH2:13][CH2:12]1. (5) Given the reactants [O:1]=[C:2]1[N:7]([CH2:8][CH:9]2[CH2:14][CH2:13][NH:12][CH2:11][CH2:10]2)[C:6]2[S:15][C:16]([C:24]([O:26][CH2:27][CH3:28])=[O:25])=[C:17]([C:18]3[CH:23]=[CH:22][CH:21]=[CH:20][CH:19]=3)[C:5]=2[CH:4]=[CH:3]1.C(N(CC)CC)C.[CH3:36][S:37](Cl)(=[O:39])=[O:38], predict the reaction product. The product is: [CH3:36][S:37]([N:12]1[CH2:13][CH2:14][CH:9]([CH2:8][N:7]2[C:2](=[O:1])[CH:3]=[CH:4][C:5]3[C:17]([C:18]4[CH:19]=[CH:20][CH:21]=[CH:22][CH:23]=4)=[C:16]([C:24]([O:26][CH2:27][CH3:28])=[O:25])[S:15][C:6]2=3)[CH2:10][CH2:11]1)(=[O:39])=[O:38]. (6) Given the reactants [O:1]([C:8]1[C:9]([NH2:14])=[N:10][CH:11]=[CH:12][CH:13]=1)[C:2]1[CH:7]=[CH:6][CH:5]=[CH:4][CH:3]=1.[Br:15]Br.S(=O)(O)[O-].[Na+], predict the reaction product. The product is: [Br:15][C:12]1[CH:13]=[C:8]([O:1][C:2]2[CH:3]=[CH:4][CH:5]=[CH:6][CH:7]=2)[C:9]([NH2:14])=[N:10][CH:11]=1.